From a dataset of Reaction yield outcomes from USPTO patents with 853,638 reactions. Predict the reaction yield, written as a fraction of the theoretical maximum amount of product (1.0 means a 100% yield; for example, 0.34 means a 34% yield). (1) The reactants are [OH-].[Li+].[CH3:3][C:4]1[CH:9]=[C:8]([CH3:10])[CH:7]=[C:6]([CH3:11])[C:5]=1[NH:12][C:13]([NH:15][C:16]1[CH:17]=[C:18]([C:37]2[CH:42]=[CH:41][CH:40]=[CH:39][CH:38]=2)[CH:19]=[CH:20][C:21]=1[C:22]([NH:24][C:25]1([C:33]([O:35]C)=[O:34])[CH2:32][CH2:31][CH2:30][CH2:29][CH2:28][CH2:27][CH2:26]1)=[O:23])=[O:14].CO.O. The catalyst is C1COCC1. The product is [CH3:11][C:6]1[CH:7]=[C:8]([CH3:10])[CH:9]=[C:4]([CH3:3])[C:5]=1[NH:12][C:13]([NH:15][C:16]1[CH:17]=[C:18]([C:37]2[CH:38]=[CH:39][CH:40]=[CH:41][CH:42]=2)[CH:19]=[CH:20][C:21]=1[C:22]([NH:24][C:25]1([C:33]([OH:35])=[O:34])[CH2:32][CH2:31][CH2:30][CH2:29][CH2:28][CH2:27][CH2:26]1)=[O:23])=[O:14]. The yield is 0.730. (2) The reactants are [CH2:1]([O:8][C:9]1[CH:14]=[CH:13][N:12]([CH2:15][C:16]2[CH:21]=[CH:20][CH:19]=[C:18]([F:22])[CH:17]=2)[C:11](=[O:23])[CH:10]=1)[C:2]1[CH:7]=[CH:6][CH:5]=[CH:4][CH:3]=1.IN1C(=O)C[CH2:27][C:26]1=O. The catalyst is C(#N)C. The product is [CH2:1]([O:8][C:9]1[CH:14]=[CH:13][N:12]([CH2:15][C:16]2[CH:21]=[CH:20][CH:19]=[C:18]([F:22])[CH:17]=2)[C:11](=[O:23])[C:10]=1[C:26]#[CH:27])[C:2]1[CH:7]=[CH:6][CH:5]=[CH:4][CH:3]=1. The yield is 0.900. (3) The reactants are C[Al](C)C.[CH3:5][O:6][C:7]1[CH:12]=[CH:11][C:10]([C:13]2[C:17]([CH3:18])=[C:16]([NH2:19])[S:15][N:14]=2)=[CH:9][CH:8]=1.[CH3:20][C@@H:21]1[CH2:23][C@H:22]1[C:24](OCC1C=CC=CC=1)=[O:25]. The catalyst is ClCCl. The product is [CH3:5][O:6][C:7]1[CH:8]=[CH:9][C:10]([C:13]2[C:17]([CH3:18])=[C:16]([NH:19][C:24]([C@@H:22]3[CH2:23][C@H:21]3[CH3:20])=[O:25])[S:15][N:14]=2)=[CH:11][CH:12]=1. The yield is 0.804. (4) The reactants are [CH3:1][O:2][C:3]1[CH:30]=[CH:29][C:6]([CH2:7][N:8]2[C:12]3=[N:13][CH:14]=[CH:15][C:16]([O:17][C:18]4[CH:23]=[CH:22][C:21]([N+:24]([O-])=O)=[CH:20][C:19]=4[F:27])=[C:11]3[C:10](I)=[N:9]2)=[CH:5][CH:4]=1.[OH:31][C@H:32]1[C@@H:37]([OH:38])[CH2:36][CH2:35][N:34]([C:39]([O:41][C:42]([CH3:45])([CH3:44])[CH3:43])=[O:40])[CH2:33]1.N1C2C(=CC=C3C=2N=CC=C3)C=CC=1.[F-].[K+]. The catalyst is [Cu]I.C1(C)C=CC=CC=1. The product is [NH2:24][C:21]1[CH:22]=[CH:23][C:18]([O:17][C:16]2[CH:15]=[CH:14][N:13]=[C:12]3[N:8]([CH2:7][C:6]4[CH:29]=[CH:30][C:3]([O:2][CH3:1])=[CH:4][CH:5]=4)[N:9]=[C:10]([O:38][C@H:37]4[CH2:36][CH2:35][N:34]([C:39]([O:41][C:42]([CH3:44])([CH3:43])[CH3:45])=[O:40])[CH2:33][C@H:32]4[OH:31])[C:11]=23)=[C:19]([F:27])[CH:20]=1. The yield is 0.565. (5) The reactants are [NH2:1][CH2:2][C:3]1[CH:26]=[CH:25][CH:24]=[CH:23][C:4]=1[CH2:5][O:6][C:7]1[N:12]=[CH:11][N:10]([CH2:13][C:14]2[CH:19]=[CH:18][CH:17]=[CH:16][CH:15]=2)[C:9](=[O:20])[C:8]=1[CH2:21][CH3:22].C(N1C(=O)C(CC)=C(OCC2C=CC=CC=2CNC(NC2N(C3C=CC(C)=CC=3)N=C(C(C)(C)C)C=2)=O)N=C1)C1C=CC=CC=1.C(N(CC)CC)C.[C:79]([C:83]1[CH:87]=[C:86]([NH:88][C:89](=O)[O:90]C2C=CC([N+]([O-])=O)=CC=2)[N:85]([C:101]2[CH:106]=[CH:105][CH:104]=[C:103]([O:107][CH3:108])[CH:102]=2)[N:84]=1)([CH3:82])([CH3:81])[CH3:80].BrC1C(=O)N(CC2C=CC(OC)=CC=2)C(C)=CC=1OCC1C=CC=CC=1CNC(NC1N(C2C=CC=C(OC)C=2)N=C(C(C)(C)C)C=1)=O. The catalyst is C(Cl)Cl. The product is [CH2:13]([N:10]1[C:9](=[O:20])[C:8]([CH2:21][CH3:22])=[C:7]([O:6][CH2:5][C:4]2[CH:23]=[CH:24][CH:25]=[CH:26][C:3]=2[CH2:2][NH:1][C:89]([NH:88][C:86]2[N:85]([C:101]3[CH:106]=[CH:105][CH:104]=[C:103]([O:107][CH3:108])[CH:102]=3)[N:84]=[C:83]([C:79]([CH3:82])([CH3:81])[CH3:80])[CH:87]=2)=[O:90])[N:12]=[CH:11]1)[C:14]1[CH:15]=[CH:16][CH:17]=[CH:18][CH:19]=1. The yield is 0.530. (6) The reactants are [Cl:1][C:2]1[CH:3]=[N:4][CH:5]=[C:6]([Cl:21])[C:7]=1[CH2:8][CH:9]([C:11]1[CH:16]=[CH:15][C:14]([O:17][CH3:18])=[C:13]([O:19][CH3:20])[CH:12]=1)[OH:10].[CH3:22][O:23][C:24]1[CH:25]=[C:26]2[C:31](=[CH:32][CH:33]=1)[CH:30]=[C:29]([C@@H:34]([CH3:38])[C:35](O)=[O:36])[CH:28]=[CH:27]2.C(Cl)CCl.O. The catalyst is CN(C1C=CN=CC=1)C.CN(C=O)C. The product is [CH3:22][O:23][C:24]1[CH:25]=[C:26]2[C:31](=[CH:32][CH:33]=1)[CH:30]=[C:29]([CH:34]([CH3:38])[C:35]([O:10][C@@H:9]([C:11]1[CH:16]=[CH:15][C:14]([O:17][CH3:18])=[C:13]([O:19][CH3:20])[CH:12]=1)[CH2:8][C:7]1[C:2]([Cl:1])=[CH:3][N:4]=[CH:5][C:6]=1[Cl:21])=[O:36])[CH:28]=[CH:27]2. The yield is 0.990. (7) The reactants are [CH3:1][O:2][C:3]1[CH:4]=[C:5]2[C:9](=[CH:10][CH:11]=1)[N:8]([CH2:12][C:13]([O:15]C)=[O:14])[CH:7]=[CH:6]2.[OH-].[Na+]. The catalyst is CO. The product is [CH3:1][O:2][C:3]1[CH:4]=[C:5]2[C:9](=[CH:10][CH:11]=1)[N:8]([CH2:12][C:13]([OH:15])=[O:14])[CH:7]=[CH:6]2. The yield is 0.730.